Dataset: Reaction yield outcomes from USPTO patents with 853,638 reactions. Task: Predict the reaction yield, written as a fraction of the theoretical maximum amount of product (1.0 means a 100% yield; for example, 0.34 means a 34% yield). (1) The reactants are [F:1][C:2]([F:27])([F:26])[C:3]1[N:8]=[C:7]([C:9]2[C:14]([C:15]3[CH:16]=[CH:17][C:18]4[N:19]([C:21]([C:24]#[N:25])=[CH:22][N:23]=4)[CH:20]=3)=[CH:13][CH:12]=[CH:11][N:10]=2)[CH:6]=[CH:5][CH:4]=1.[OH:28]S(O)(=O)=O.C(O)(C(F)(F)F)=O.[OH-].[Na+]. No catalyst specified. The product is [F:27][C:2]([F:26])([F:1])[C:3]1[N:8]=[C:7]([C:9]2[C:14]([C:15]3[CH:16]=[CH:17][C:18]4[N:19]([C:21]([C:24]([NH2:25])=[O:28])=[CH:22][N:23]=4)[CH:20]=3)=[CH:13][CH:12]=[CH:11][N:10]=2)[CH:6]=[CH:5][CH:4]=1. The yield is 0.476. (2) The reactants are Cl[C@H:2]([CH3:6])[C:3]([OH:5])=[O:4].[CH3:7][N:8]1[C:12]([C:13]2[S:14][CH:15]=[CH:16][CH:17]=2)=[N:11][N:10]=[C:9]1[SH:18].C(=O)([O-])[O-].[K+].[K+]. The catalyst is C(#N)C.CN(C=O)C. The product is [CH3:7][N:8]1[C:12]([C:13]2[S:14][CH:15]=[CH:16][CH:17]=2)=[N:11][N:10]=[C:9]1[S:18][CH:2]([CH3:6])[C:3]([OH:5])=[O:4]. The yield is 0.120. (3) The reactants are [CH3:1][O:2][C:3]1[CH:8]=[CH:7][C:6]([CH2:9][N:10]2[C:15](=[O:16])[C:14](/[CH:17]=[CH:18]/[C:19]([O:21][CH2:22][CH2:23][CH2:24][CH3:25])=[O:20])=[CH:13][C:12]([O:26]CC3C=CC(OC)=CC=3)=[N:11]2)=[CH:5][CH:4]=1.O1CCOCC1. The catalyst is C(O)C.[Pd]. The product is [CH3:1][O:2][C:3]1[CH:8]=[CH:7][C:6]([CH2:9][N:10]2[C:15](=[O:16])[C:14]([CH2:17][CH2:18][C:19]([O:21][CH2:22][CH2:23][CH2:24][CH3:25])=[O:20])=[CH:13][C:12](=[O:26])[NH:11]2)=[CH:5][CH:4]=1. The yield is 0.890. (4) The reactants are [NH2:1][C:2]1[CH:7]=[CH:6][C:5]([CH3:8])=[CH:4][CH:3]=1.Cl[S:10]([N:13]=[C:14]=[O:15])(=[O:12])=[O:11].[Al+3].[Cl-].[Cl-].[Cl-]. The catalyst is [N+](C)([O-])=O. The product is [CH3:8][C:5]1[CH:6]=[CH:7][C:2]2[NH:1][C:14](=[O:15])[NH:13][S:10](=[O:12])(=[O:11])[C:3]=2[CH:4]=1. The yield is 0.640. (5) The reactants are [CH3:1][O:2][C:3](=[O:22])[C:4]([S:13]([C:16]1[CH:21]=[CH:20][CH:19]=[CH:18][CH:17]=1)(=[O:15])=[O:14])([CH:6]1[CH2:11][CH2:10][CH2:9][C:8](=O)[CH2:7]1)[CH3:5].Cl.[Cl:24][C:25]1[N:30]=[CH:29][C:28]([NH:31]N)=[CH:27][CH:26]=1.C([O-])(O)=O.[Na+]. The catalyst is C(O)(=O)C. The product is [CH3:1][O:2][C:3](=[O:22])[C:4]([S:13]([C:16]1[CH:17]=[CH:18][CH:19]=[CH:20][CH:21]=1)(=[O:14])=[O:15])([CH:6]1[CH2:7][C:8]2[NH:31][C:28]3[CH:27]=[CH:26][C:25]([Cl:24])=[N:30][C:29]=3[C:9]=2[CH2:10][CH2:11]1)[CH3:5]. The yield is 0.760. (6) The reactants are [H-].[H-].[H-].[H-].[Li+].[Al+3].[CH2:7]([O:25][C:26]1[CH:31]=[CH:30][C:29]([CH:32]([C:37](OC)=[O:38])[C:33](OC)=[O:34])=[CH:28][CH:27]=1)[CH2:8][CH2:9][CH2:10][CH2:11][CH2:12][CH2:13][CH2:14][CH2:15][CH2:16][CH2:17][CH2:18][CH2:19][CH2:20][CH2:21][CH2:22][CH2:23][CH3:24]. The yield is 0.960. The product is [CH2:7]([O:25][C:26]1[CH:31]=[CH:30][C:29]([CH:32]([CH2:33][OH:34])[CH2:37][OH:38])=[CH:28][CH:27]=1)[CH2:8][CH2:9][CH2:10][CH2:11][CH2:12][CH2:13][CH2:14][CH2:15][CH2:16][CH2:17][CH2:18][CH2:19][CH2:20][CH2:21][CH2:22][CH2:23][CH3:24]. The catalyst is C1COCC1. (7) The reactants are [Br:1][C:2]1[CH:3]=[C:4]([CH2:14]O)[CH:5]=[CH:6][C:7]=1[O:8][CH2:9][C:10]([F:13])([F:12])[F:11].C(N(CC)CC)C.CS([Cl:27])(=O)=O. The catalyst is C(Cl)Cl. The product is [Br:1][C:2]1[CH:3]=[C:4]([CH2:14][Cl:27])[CH:5]=[CH:6][C:7]=1[O:8][CH2:9][C:10]([F:13])([F:12])[F:11]. The yield is 0.820.